Dataset: HIV replication inhibition screening data with 41,000+ compounds from the AIDS Antiviral Screen. Task: Binary Classification. Given a drug SMILES string, predict its activity (active/inactive) in a high-throughput screening assay against a specified biological target. (1) The drug is CCN(CC)CCN=c1c2cc(OC)ccc2[nH]c2c([N+](=O)[O-])ccc(NCCN(CC)CC)c12. The result is 0 (inactive). (2) The compound is CCCNc1nc2c(c(=O)n1-c1ccccc1)C=C(C(=O)OC)CCN2S(=O)(=O)c1ccc(C)cc1. The result is 0 (inactive). (3) The drug is COc1ccc(C(=NO)c2ccccc2-c2nc3ccccc3c(=O)n2Nc2ccc([N+](=O)[O-])cc2[N+](=O)[O-])cc1C. The result is 0 (inactive). (4) The compound is Cc1cc(C2(c3cc(C)c(O)c(CN(CC(=O)O)CC(=O)O)c3)OS(=O)(=O)c3ccccc32)cc(CN(CC(=O)O)CC(=O)O)c1O. The result is 0 (inactive).